Predict which catalyst facilitates the given reaction. From a dataset of Catalyst prediction with 721,799 reactions and 888 catalyst types from USPTO. (1) Reactant: P(=O)(O)(O)O.O.[CH2:7]([N:14]([CH2:24][C:25]1[CH:30]=[CH:29][CH:28]=[CH:27][CH:26]=1)[C@@H:15]1[CH2:19][C@H:18]([C:20]([O-:22])=[O:21])[C@H:17]([CH3:23])[CH2:16]1)[C:8]1[CH:13]=[CH:12][CH:11]=[CH:10][CH:9]=1.C1([C@H](N)C)C=CC=CC=1. Product: [CH2:24]([N:14]([CH2:7][C:8]1[CH:13]=[CH:12][CH:11]=[CH:10][CH:9]=1)[C@@H:15]1[CH2:19][C@H:18]([C:20]([OH:22])=[O:21])[C@H:17]([CH3:23])[CH2:16]1)[C:25]1[CH:26]=[CH:27][CH:28]=[CH:29][CH:30]=1. The catalyst class is: 237. (2) The catalyst class is: 81. Product: [CH2:27]([C:26]1([CH2:25][CH2:36][CH2:35][CH2:34][CH2:33][C:32]([C:13]2[N:14]([CH2:16][O:17][CH2:18][CH2:19][Si:20]([CH3:23])([CH3:22])[CH3:21])[CH:15]=[C:11]([C:2]3[CH:3]=[CH:4][C:5]4[C:10](=[CH:9][CH:8]=[CH:7][CH:6]=4)[CH:1]=3)[N:12]=2)=[O:38])[O:40][CH2:41][CH2:45][O:44]1)[CH3:28]. Reactant: [CH:1]1[C:10]2[C:5](=[CH:6][CH:7]=[CH:8][CH:9]=2)[CH:4]=[CH:3][C:2]=1[C:11]1[N:12]=[CH:13][N:14]([CH2:16][O:17][CH2:18][CH2:19][Si:20]([CH3:23])([CH3:22])[CH3:21])[CH:15]=1.[Li][CH2:25][CH2:26][CH2:27][CH3:28].CON(C)[C:32](=[O:38])[CH2:33][CH2:34][CH2:35][CH2:36]C.[OH2:40].[CH2:41]1[CH2:45][O:44]CC1. (3) Reactant: [P:1]([O:34]C(C)(C)C)([O:29]C(C)(C)C)([O:3][CH2:4][CH2:5][NH:6][C:7](=[O:28])[C:8]1[CH:13]=[C:12]([N:14]([CH2:18][CH2:19][Br:20])[CH2:15][CH2:16][Br:17])[C:11]([S:21]([CH3:24])(=[O:23])=[O:22])=[CH:10][C:9]=1[N+:25]([O-:27])=[O:26])=[O:2].C(O)(C(F)(F)F)=O. Product: [P:1]([OH:34])([OH:29])([O:3][CH2:4][CH2:5][NH:6][C:7](=[O:28])[C:8]1[CH:13]=[C:12]([N:14]([CH2:15][CH2:16][Br:17])[CH2:18][CH2:19][Br:20])[C:11]([S:21]([CH3:24])(=[O:22])=[O:23])=[CH:10][C:9]=1[N+:25]([O-:27])=[O:26])=[O:2]. The catalyst class is: 2.